This data is from Forward reaction prediction with 1.9M reactions from USPTO patents (1976-2016). The task is: Predict the product of the given reaction. (1) Given the reactants C(O)(=O)C.[CH2:5]([O:9][C:10]1[CH:15]=[CH:14][C:13](/[CH:16]=[CH:17]/[N+:18]([O-:20])=[O:19])=[CH:12][CH:11]=1)[CH2:6][CH2:7][CH3:8].[BH4-].[Na+], predict the reaction product. The product is: [CH2:5]([O:9][C:10]1[CH:15]=[CH:14][C:13]([CH2:16][CH2:17][N+:18]([O-:20])=[O:19])=[CH:12][CH:11]=1)[CH2:6][CH2:7][CH3:8]. (2) The product is: [CH3:35][C@@:11]1([CH2:12][N:13]2[CH2:18][CH2:17][N:16]([C:19]([O:21][CH2:22][CH:23]=[CH:24][C:25]3[CH:30]=[CH:29][C:28]([C:31]([F:34])([F:33])[F:32])=[CH:27][CH:26]=3)=[O:20])[CH2:15][CH2:14]2)[O:36][C:2]2=[N:6][C:5]([N+:7]([O-:9])=[O:8])=[CH:4][N:3]2[CH2:10]1. Given the reactants Cl[C:2]1[N:3]([CH2:10][C@:11]([OH:36])([CH3:35])[CH2:12][N:13]2[CH2:18][CH2:17][N:16]([C:19]([O:21][CH2:22][CH:23]=[CH:24][C:25]3[CH:30]=[CH:29][C:28]([C:31]([F:34])([F:33])[F:32])=[CH:27][CH:26]=3)=[O:20])[CH2:15][CH2:14]2)[CH:4]=[C:5]([N+:7]([O-:9])=[O:8])[N:6]=1.[H-].[Na+].C(OCC)(=O)C.O, predict the reaction product. (3) The product is: [F:3][C:4]1[CH:5]=[CH:6][C:7]2[N:11]=[C:10]([C@@H:12]([NH:14][C:23]3[C:24]4[N:32]=[CH:31][CH:30]=[CH:29][C:25]=4[N:26]=[CH:27][N:28]=3)[CH3:13])[N:9]([C:15]3[CH:16]=[CH:17][CH:18]=[CH:19][CH:20]=3)[C:8]=2[CH:21]=1. Given the reactants Cl.Cl.[F:3][C:4]1[CH:5]=[CH:6][C:7]2[N:11]=[C:10]([C@@H:12]([NH2:14])[CH3:13])[N:9]([C:15]3[CH:20]=[CH:19][CH:18]=[CH:17][CH:16]=3)[C:8]=2[CH:21]=1.Cl[C:23]1[C:24]2[N:32]=[CH:31][CH:30]=[CH:29][C:25]=2[N:26]=[CH:27][N:28]=1.CCN(C(C)C)C(C)C, predict the reaction product. (4) Given the reactants C(C1C=C(NC(=O)CCCC2C=CC([B:25]([OH:27])[OH:26])=CC=2)C=CC=1S(CC)(=O)=O)#N.[CH2:29]([O:36][C:37]([NH:39][C@H:40]([C:47]1[CH:52]=[CH:51][CH:50]=[C:49]([NH:53][C:54]([O:56][CH2:57][CH2:58][C:59]2[CH:64]=[CH:63][C:62](Br)=[CH:61][C:60]=2[CH3:66])=[O:55])[CH:48]=1)[CH2:41][C:42]([O:44][CH2:45][CH3:46])=[O:43])=[O:38])[C:30]1[CH:35]=[CH:34][CH:33]=[CH:32][CH:31]=1, predict the reaction product. The product is: [CH2:29]([O:36][C:37]([NH:39][C@H:40]([C:47]1[CH:48]=[C:49]([NH:53][C:54]([O:56][CH2:57][CH2:58][C:59]2[CH:64]=[CH:63][C:62]([B:25]([OH:27])[OH:26])=[CH:61][C:60]=2[CH3:66])=[O:55])[CH:50]=[CH:51][CH:52]=1)[CH2:41][C:42]([O:44][CH2:45][CH3:46])=[O:43])=[O:38])[C:30]1[CH:35]=[CH:34][CH:33]=[CH:32][CH:31]=1. (5) Given the reactants [CH3:1][O:2][C:3]1[N:8]=[C:7]([NH2:9])[CH:6]=[CH:5][CH:4]=1.[F:10][CH2:11][O:12][C:13]1[CH:20]=[C:19]([CH3:21])[C:16]([CH:17]=O)=[C:15]([CH3:22])[CH:14]=1.[N+:23]([C:25]1[CH:34]=[CH:33][C:28]2[O:29][CH2:30][CH2:31][O:32][C:27]=2[CH:26]=1)#[C-:24], predict the reaction product. The product is: [O:29]1[CH2:30][CH2:31][O:32][C:27]2[CH:26]=[C:25]([NH:23][C:24]3[N:8]4[C:3]([O:2][CH3:1])=[CH:4][CH:5]=[CH:6][C:7]4=[N:9][C:17]=3[C:16]3[C:19]([CH3:21])=[CH:20][C:13]([O:12][CH2:11][F:10])=[CH:14][C:15]=3[CH3:22])[CH:34]=[CH:33][C:28]1=2. (6) Given the reactants FC(F)(F)C(O)=O.C(OC(=O)[NH:14][C@@H:15]([CH2:33][N:34]1[CH2:39][C:38](=[O:40])[N:37]([C:41]2[CH:46]=[CH:45][CH:44]=[CH:43][C:42]=2[Cl:47])[CH2:36][C:35]1([CH3:49])[CH3:48])[C@@H:16]([OH:32])[CH2:17][C@H:18]([C:22](=[O:31])[NH:23][CH2:24][C:25]([C:28](=[O:30])[NH2:29])([CH3:27])[CH3:26])[CH:19]([CH3:21])[CH3:20])(C)(C)C.[C:51]([OH:58])(=[O:57])/[CH:52]=[CH:53]/[C:54]([OH:56])=[O:55].[C:59]([C:62]([CH3:94])([CH3:93])[CH2:63][NH:64][C:65](=[O:92])[C@H:66]([CH:89]([CH3:91])[CH3:90])[CH2:67][C@H:68]([OH:88])[C@@H:69]([NH2:87])[CH2:70][N:71]1[CH2:76][C:75](=[O:77])[N:74]([C:78]2[CH:83]=[CH:82][CH:81]=[CH:80][C:79]=2[Cl:84])[CH2:73][C:72]1([CH3:86])[CH3:85])(=[O:61])[NH2:60], predict the reaction product. The product is: [C:51]([OH:58])(=[O:57])/[CH:52]=[CH:53]/[C:54]([OH:56])=[O:55].[C:28]([C:25]([CH3:26])([CH3:27])[CH2:24][NH:23][C:22](=[O:31])[C@H:18]([CH:19]([CH3:20])[CH3:21])[CH2:17][C@H:16]([OH:32])[C@@H:15]([NH2:14])[CH2:33][N:34]1[CH2:39][C:38](=[O:40])[N:37]([C:41]2[CH:46]=[CH:45][CH:44]=[CH:43][C:42]=2[Cl:47])[CH2:36][C:35]1([CH3:48])[CH3:49])(=[O:30])[NH2:29].[NH2:87][C@@H:69]([CH2:70][N:71]1[CH2:76][C:75](=[O:77])[N:74]([C:78]2[CH:83]=[CH:82][CH:81]=[CH:80][C:79]=2[Cl:84])[CH2:73][C:72]1([CH3:85])[CH3:86])[C@@H:68]([OH:88])[CH2:67][C@@H:66]([CH:89]([CH3:90])[CH3:91])[C:65]([NH:64][CH2:63][C:62]([CH3:94])([C:59](=[O:61])[NH2:60])[CH3:93])=[O:92]. (7) Given the reactants FC(F)(F)S(O[CH2:7][C:8]([F:17])([F:16])[C:9]1[CH:14]=[CH:13][C:12](C)=[CH:11][CH:10]=1)(=O)=O.[NH:20]1[CH2:25][CH2:24][CH:23]([NH:26][C:27](=[O:33])[O:28][C:29]([CH3:32])([CH3:31])[CH3:30])[CH2:22][CH2:21]1.CCN(C(C)C)C(C)C.C(Cl)[Cl:44], predict the reaction product. The product is: [C:29]([O:28][C:27](=[O:33])[NH:26][CH:23]1[CH2:22][CH2:21][N:20]([CH2:7][C:8]([C:9]2[CH:10]=[CH:11][C:12]([Cl:44])=[CH:13][CH:14]=2)([F:16])[F:17])[CH2:25][CH2:24]1)([CH3:30])([CH3:32])[CH3:31]. (8) Given the reactants Cl[C:2]1[N:6]([CH2:7][CH2:8][CH2:9][C:10]([O:12][CH2:13][CH3:14])=[O:11])[C:5]2[C:15]([CH:20]([CH2:23][CH3:24])[CH2:21][CH3:22])=[CH:16][CH:17]=[C:18]([Cl:19])[C:4]=2[N:3]=1.[Cl:25][C:26]1[CH:27]=[C:28]([CH:30]=[C:31]([Cl:33])[CH:32]=1)[NH2:29].O.C1(C)C=CC(S(O)(=O)=O)=CC=1.C(=O)(O)[O-].[Na+], predict the reaction product. The product is: [Cl:19][C:18]1[C:4]2[N:3]=[C:2]([NH:29][C:28]3[CH:27]=[C:26]([Cl:25])[CH:32]=[C:31]([Cl:33])[CH:30]=3)[N:6]([CH2:7][CH2:8][CH2:9][C:10]([O:12][CH2:13][CH3:14])=[O:11])[C:5]=2[C:15]([CH:20]([CH2:23][CH3:24])[CH2:21][CH3:22])=[CH:16][CH:17]=1. (9) Given the reactants [CH:1]1([CH2:4][O:5][C:6]2[CH:7]=[C:8]([CH:15](C(OCC)=O)[C:16]([O:18]CC)=[O:17])[CH:9]=[CH:10][C:11]=2[N+:12]([O-:14])=[O:13])[CH2:3][CH2:2]1.[OH-].[Na+], predict the reaction product. The product is: [CH:1]1([CH2:4][O:5][C:6]2[CH:7]=[C:8]([CH2:15][C:16]([OH:18])=[O:17])[CH:9]=[CH:10][C:11]=2[N+:12]([O-:14])=[O:13])[CH2:2][CH2:3]1. (10) Given the reactants [Cl:1][C:2]1[CH:9]=[C:8]([C:10]2[C:11]([CH3:22])=[N:12][N:13](C3CCCCO3)[C:14]=2[CH3:15])[CH:7]=[CH:6][C:3]=1[C:4]#[N:5].[OH-].[Na+], predict the reaction product. The product is: [Cl:1][C:2]1[CH:9]=[C:8]([C:10]2[C:14]([CH3:15])=[N:13][NH:12][C:11]=2[CH3:22])[CH:7]=[CH:6][C:3]=1[C:4]#[N:5].